From a dataset of Forward reaction prediction with 1.9M reactions from USPTO patents (1976-2016). Predict the product of the given reaction. (1) Given the reactants [CH2:1]([C:3]1[N:7]=[C:6]([C:8]2[S:12][C:11]([NH2:13])=[N:10][C:9]=2[C:14]2[CH:19]=[CH:18][CH:17]=[CH:16][CH:15]=2)[O:5][N:4]=1)[CH3:2].[CH:20]1([C:23](Cl)=[O:24])[CH2:22][CH2:21]1, predict the reaction product. The product is: [CH2:1]([C:3]1[N:7]=[C:6]([C:8]2[S:12][C:11]([NH:13][C:23]([CH:20]3[CH2:22][CH2:21]3)=[O:24])=[N:10][C:9]=2[C:14]2[CH:19]=[CH:18][CH:17]=[CH:16][CH:15]=2)[O:5][N:4]=1)[CH3:2]. (2) Given the reactants [C:1]([C:3]1[CH:4]=[C:5]([CH:28]=[CH:29][CH:30]=1)[O:6][C:7]1[CH:27]=[CH:26][C:10]([O:11][C:12]2[N:20]=[C:19]([CH:21]3[CH2:25][CH2:24][NH:23][CH2:22]3)[CH:18]=[CH:17][C:13]=2[C:14]([NH2:16])=[O:15])=[CH:9][CH:8]=1)#[N:2].C(N(C(C)C)C(C)C)C.[C:40](Cl)(=[O:43])[CH:41]=[CH2:42], predict the reaction product. The product is: [C:40]([N:23]1[CH2:24][CH2:25][CH:21]([C:19]2[CH:18]=[CH:17][C:13]([C:14]([NH2:16])=[O:15])=[C:12]([O:11][C:10]3[CH:26]=[CH:27][C:7]([O:6][C:5]4[CH:28]=[CH:29][CH:30]=[C:3]([C:1]#[N:2])[CH:4]=4)=[CH:8][CH:9]=3)[N:20]=2)[CH2:22]1)(=[O:43])[CH:41]=[CH2:42]. (3) The product is: [CH3:1][C:2]1([CH3:16])[C@H:14]2[CH2:15][C@@H:3]1[CH2:4][CH2:5][C:6]12[CH2:8][CH:7]1[C:9]([OH:11])=[O:10]. Given the reactants [CH3:1][C:2]1([CH3:16])[C@H:14]2[CH2:15][C@@H:3]1[CH2:4][CH2:5][C:6]12[CH2:8][CH:7]1[C:9]([O:11]CC)=[O:10].C1(C(OCC)=O)C2(CCCCC2)C1, predict the reaction product. (4) Given the reactants [Cl:1][C:2]1[N:7]=[C:6]([C:8]([O:10][CH2:11][CH3:12])=[O:9])[C:5]([CH3:13])=[C:4](Cl)[N:3]=1.[CH3:15][N:16]1[CH2:21][CH2:20][NH:19][C@@H:18]([CH3:22])[CH2:17]1.C(N(CC)C(C)C)(C)C, predict the reaction product. The product is: [Cl:1][C:2]1[N:7]=[C:6]([C:8]([O:10][CH2:11][CH3:12])=[O:9])[C:5]([CH3:13])=[C:4]([N:19]2[CH2:20][CH2:21][N:16]([CH3:15])[CH2:17][C@@H:18]2[CH3:22])[N:3]=1. (5) Given the reactants [NH2:1][CH2:2][C@@H:3]([C@@H:5]([NH:26][C:27](=[O:33])[O:28][C:29]([CH3:32])([CH3:31])[CH3:30])[CH2:6][C@H:7]([CH2:11][C:12]1[CH:17]=[CH:16][C:15]([O:18][CH3:19])=[C:14]([O:20][CH2:21][CH2:22][CH2:23][O:24][CH3:25])[CH:13]=1)[CH:8]([CH3:10])[CH3:9])[OH:4].N1C=CC=CC=1.[C:40](OC(=O)C)(=[O:42])[CH3:41].O, predict the reaction product. The product is: [C:40]([NH:1][CH2:2][C@@H:3]([C@@H:5]([NH:26][C:27](=[O:33])[O:28][C:29]([CH3:31])([CH3:30])[CH3:32])[CH2:6][C@H:7]([CH2:11][C:12]1[CH:17]=[CH:16][C:15]([O:18][CH3:19])=[C:14]([O:20][CH2:21][CH2:22][CH2:23][O:24][CH3:25])[CH:13]=1)[CH:8]([CH3:10])[CH3:9])[OH:4])(=[O:42])[CH3:41].